From a dataset of Reaction yield outcomes from USPTO patents with 853,638 reactions. Predict the reaction yield, written as a fraction of the theoretical maximum amount of product (1.0 means a 100% yield; for example, 0.34 means a 34% yield). (1) The reactants are [F:1][C:2]([F:31])([F:30])[C:3]([C:14]1[CH:15]=[C:16]2[C:20](=[CH:21][CH:22]=1)[N:19]([C:23]1[CH:28]=[CH:27][C:26]([F:29])=[CH:25][CH:24]=1)[N:18]=[CH:17]2)([C:5]1[C:13]2[C:8](=[N:9][CH:10]=[CH:11][CH:12]=2)[NH:7][CH:6]=1)[OH:4].[H-].[Na+].Br[CH2:35][C:36]([O:38]CC)=[O:37].[OH-].[Na+]. The catalyst is CN(C=O)C.CO.[Cl-].[NH4+].C(OCC)(=O)C. The product is [F:31][C:2]([F:1])([F:30])[C:3]([C:5]1[C:13]2[C:8](=[N:9][CH:10]=[CH:11][CH:12]=2)[N:7]([CH2:35][C:36]([OH:38])=[O:37])[CH:6]=1)([C:14]1[CH:15]=[C:16]2[C:20](=[CH:21][CH:22]=1)[N:19]([C:23]1[CH:28]=[CH:27][C:26]([F:29])=[CH:25][CH:24]=1)[N:18]=[CH:17]2)[OH:4]. The yield is 0.880. (2) The reactants are [F:1][C:2]1[CH:19]=[CH:18][C:5](/[CH:6]=[N:7]/[C:8]2[CH:16]=[CH:15][CH:14]=[C:13]3[C:9]=2[CH2:10][O:11][C:12]3=[O:17])=[CH:4][CH:3]=1.[CH3:20][N:21]1[CH:25]=[CH:24][N:23]=[C:22]1[CH:26]=O.[CH2:28]([OH:30])[CH3:29]. The catalyst is C(OCC)(=O)CC. The product is [F:1][C:2]1[CH:3]=[CH:4][C:5]([CH:6]2[CH:26]([C:22]3[N:21]([CH3:20])[CH:25]=[CH:24][N:23]=3)[C:28](=[O:30])[C:29]3[C:13]([C:12]([O:11][CH2:10][CH3:9])=[O:17])=[CH:14][CH:15]=[CH:16][C:8]=3[NH:7]2)=[CH:18][CH:19]=1. The yield is 0.0500. (3) The reactants are Cl.[C:2]1(=[O:13])[C:7]2([CH2:12][CH2:11][NH:10][CH2:9][CH2:8]2)[CH2:6][CH2:5][CH2:4][NH:3]1.C(N(CC)CC)C.[F:21][C:22]([F:34])([F:33])[C:23]1[CH:28]=[CH:27][C:26]([S:29](Cl)(=[O:31])=[O:30])=[CH:25][CH:24]=1. The catalyst is ClCCl. The product is [F:34][C:22]([F:21])([F:33])[C:23]1[CH:24]=[CH:25][C:26]([S:29]([N:10]2[CH2:11][CH2:12][C:7]3([C:2](=[O:13])[NH:3][CH2:4][CH2:5][CH2:6]3)[CH2:8][CH2:9]2)(=[O:31])=[O:30])=[CH:27][CH:28]=1. The yield is 0.370.